Dataset: Forward reaction prediction with 1.9M reactions from USPTO patents (1976-2016). Task: Predict the product of the given reaction. (1) Given the reactants [Br:1][C:2]1[S:6][C:5]([C:7]([OH:9])=O)=[CH:4][CH:3]=1.S(Cl)([Cl:12])=O, predict the reaction product. The product is: [Br:1][C:2]1[S:6][C:5]([C:7]([Cl:12])=[O:9])=[CH:4][CH:3]=1. (2) Given the reactants [H-].[Na+].[OH:3][CH:4]1[CH2:8][CH2:7][N:6]([C:9]([O:11][C:12]([CH3:15])([CH3:14])[CH3:13])=[O:10])[CH2:5]1.Cl[CH2:17][C:18]([O:20][CH2:21][CH3:22])=[O:19], predict the reaction product. The product is: [CH2:21]([O:20][C:18](=[O:19])[CH2:17][O:3][CH:4]1[CH2:8][CH2:7][N:6]([C:9]([O:11][C:12]([CH3:15])([CH3:14])[CH3:13])=[O:10])[CH2:5]1)[CH3:22]. (3) Given the reactants [NH:1]1[C:5]2=[N:6][CH:7]=[C:8]([C:10]([OH:12])=[O:11])[CH:9]=[C:4]2[CH:3]=[CH:2]1.[Cl:13]N1C(=O)CCC1=O, predict the reaction product. The product is: [Cl:13][C:3]1[C:4]2[C:5](=[N:6][CH:7]=[C:8]([C:10]([OH:12])=[O:11])[CH:9]=2)[NH:1][CH:2]=1. (4) Given the reactants Br[C:2]1[CH:3]=[CH:4][C:5]([OH:16])=[C:6]([CH:15]=1)[C:7]([C:9]1[CH:14]=[CH:13][CH:12]=[CH:11][CH:10]=1)=[O:8].[CH:17]([C:19]1[CH:20]=[C:21](B(O)O)[CH:22]=[CH:23][CH:24]=1)=[O:18].C(=O)([O-])[O-].[Na+].[Na+], predict the reaction product. The product is: [C:7]([C:6]1[CH:15]=[C:2]([C:23]2[CH:24]=[C:19]([CH:20]=[CH:21][CH:22]=2)[CH:17]=[O:18])[CH:3]=[CH:4][C:5]=1[OH:16])(=[O:8])[C:9]1[CH:14]=[CH:13][CH:12]=[CH:11][CH:10]=1. (5) Given the reactants Cl.[CH3:2][NH:3][O:4][CH3:5].[CH2:6]([O:13][C:14](=[O:28])[CH:15]([NH:20][C:21]([O:23][C:24]([CH3:27])([CH3:26])[CH3:25])=[O:22])[CH2:16][C:17]([OH:19])=O)[C:7]1[CH:12]=[CH:11][CH:10]=[CH:9][CH:8]=1, predict the reaction product. The product is: [CH2:6]([O:13][C:14](=[O:28])[CH:15]([NH:20][C:21]([O:23][C:24]([CH3:27])([CH3:26])[CH3:25])=[O:22])[CH2:16][C:17]([N:3]([O:4][CH3:5])[CH3:2])=[O:19])[C:7]1[CH:8]=[CH:9][CH:10]=[CH:11][CH:12]=1.